This data is from Forward reaction prediction with 1.9M reactions from USPTO patents (1976-2016). The task is: Predict the product of the given reaction. (1) Given the reactants [CH:1]1([S:4]([C:7]2[CH:14]=[CH:13][CH:12]=[CH:11][C:8]=2[C:9]#[N:10])(=[O:6])=[O:5])[CH2:3][CH2:2]1.S(C)C.[ClH:18], predict the reaction product. The product is: [ClH:18].[CH:1]1([S:4]([C:7]2[CH:14]=[CH:13][CH:12]=[CH:11][C:8]=2[CH2:9][NH2:10])(=[O:6])=[O:5])[CH2:3][CH2:2]1. (2) Given the reactants [OH-].[Li+].[CH2:3]([O:5][CH:6]([CH2:12][C:13]1[CH:18]=[CH:17][C:16]([O:19][CH2:20][CH:21]=[C:22]2[C:34]3[CH:33]=[CH:32][CH:31]=[CH:30][C:29]=3[C:28]3[C:23]2=[CH:24][CH:25]=[CH:26][CH:27]=3)=[CH:15][CH:14]=1)[C:7]([O:9]CC)=[O:8])[CH3:4], predict the reaction product. The product is: [CH2:3]([O:5][CH:6]([CH2:12][C:13]1[CH:18]=[CH:17][C:16]([O:19][CH2:20][CH:21]=[C:22]2[C:34]3[CH:33]=[CH:32][CH:31]=[CH:30][C:29]=3[C:28]3[C:23]2=[CH:24][CH:25]=[CH:26][CH:27]=3)=[CH:15][CH:14]=1)[C:7]([OH:9])=[O:8])[CH3:4]. (3) Given the reactants F[C:2]1[C:3]([CH3:19])=[C:4]([CH:9]=[CH:10][C:11]=1[C:12]([F:18])([F:17])[C:13]([F:16])([F:15])[F:14])[C:5]([O:7][CH3:8])=[O:6].CN(C=O)C.[CH3:25][S-:26].[Na+], predict the reaction product. The product is: [CH3:19][C:3]1[C:2]([S:26][CH3:25])=[C:11]([C:12]([F:18])([F:17])[C:13]([F:16])([F:15])[F:14])[CH:10]=[CH:9][C:4]=1[C:5]([O:7][CH3:8])=[O:6]. (4) Given the reactants C1C2C(=CC=CC=2)C=CC=1.C1(C)C=CC(S([C:20]2[NH:24][CH:23]=[N:22][C:21]=2[C:25]2[CH:30]=[CH:29][CH:28]=[CH:27][N:26]=2)(=O)=O)=CC=1.[H-].[Na+].[CH3:34][Si:35]([CH2:38][CH2:39][O:40][CH2:41]Cl)([CH3:37])[CH3:36], predict the reaction product. The product is: [CH3:34][Si:35]([CH3:37])([CH3:36])[CH2:38][CH2:39][O:40][CH2:41][N:24]1[CH:20]=[C:21]([C:25]2[CH:30]=[CH:29][CH:28]=[CH:27][N:26]=2)[N:22]=[CH:23]1. (5) Given the reactants [C:1]([O:5][C:6]([N:8]1[CH2:15][C@H:14]([O:16][C:17]2[CH:22]=[C:21](C3C=CC=CN=3)[N:20]=[C:19]3[CH:29]=[CH:30][S:31][C:18]=23)[CH2:13][C@H:9]1[C:10]([OH:12])=O)=[O:7])([CH3:4])([CH3:3])[CH3:2].Cl.[NH2:33][C@:34]1([C:39]([O:41][CH3:42])=[O:40])[CH2:36][C@H:35]1[CH:37]=[CH2:38].C(N(C(C)C)CC)(C)C.F[P-](F)(F)(F)(F)F.N1(OC(N(C)C)=[N+](C)C)[C:63]2[N:64]=[CH:65][CH:66]=[CH:67][C:62]=2N=N1, predict the reaction product. The product is: [CH3:42][O:41][C:39]([C@@:34]1([NH:33][C:10]([C@@H:9]2[CH2:13][C@@H:14]([O:16][C:17]3[CH:22]=[CH:21][N:20]=[C:19]4[CH:29]=[CH:30][SH:31]([C:63]5[CH:62]=[CH:67][CH:66]=[CH:65][N:64]=5)[C:18]=34)[CH2:15][N:8]2[C:6]([O:5][C:1]([CH3:3])([CH3:2])[CH3:4])=[O:7])=[O:12])[CH2:36][C@H:35]1[CH:37]=[CH2:38])=[O:40]. (6) Given the reactants [Cl:1][C:2]1[C:3]([F:12])=[C:4]([CH:8]=[CH:9][C:10]=1[F:11])[C:5](Cl)=[O:6].[CH3:13][NH:14][CH2:15][CH2:16][OH:17], predict the reaction product. The product is: [Cl:1][C:2]1[C:3]([F:12])=[C:4]([CH:8]=[CH:9][C:10]=1[F:11])[C:5]([N:14]([CH2:15][CH2:16][OH:17])[CH3:13])=[O:6]. (7) Given the reactants Cl[C:2](Cl)([O:4]C(=O)OC(Cl)(Cl)Cl)Cl.[F:13][C:14]([F:22])([F:21])[CH:15]([OH:20])[C:16]([F:19])([F:18])[F:17].C(N(C(C)C)C(C)C)C.[N:32]1([CH2:38][C:39]2[CH:44]=[CH:43][C:42]([N:45]3[CH2:50][CH2:49][O:48][CH2:47][CH2:46]3)=[CH:41][C:40]=2[C:51]([F:54])([F:53])[F:52])[CH2:37][CH2:36][NH:35][CH2:34][CH2:33]1, predict the reaction product. The product is: [N:45]1([C:42]2[CH:43]=[CH:44][C:39]([CH2:38][N:32]3[CH2:37][CH2:36][N:35]([C:2]([O:20][CH:15]([C:16]([F:19])([F:18])[F:17])[C:14]([F:22])([F:21])[F:13])=[O:4])[CH2:34][CH2:33]3)=[C:40]([C:51]([F:54])([F:53])[F:52])[CH:41]=2)[CH2:50][CH2:49][O:48][CH2:47][CH2:46]1.